This data is from Forward reaction prediction with 1.9M reactions from USPTO patents (1976-2016). The task is: Predict the product of the given reaction. (1) Given the reactants Cl[C:2]1[CH:7]=[C:6]([CH2:8][CH3:9])[N:5]=[C:4]([CH:10]2[CH2:14][CH2:13][CH2:12][CH2:11]2)[N:3]=1.[NH2:15][C:16]1[CH:21]=[CH:20][C:19]([CH2:22][C:23]([NH2:25])=[O:24])=[CH:18][CH:17]=1, predict the reaction product. The product is: [CH:10]1([C:4]2[N:3]=[C:2]([NH:15][C:16]3[CH:17]=[CH:18][C:19]([CH2:22][C:23]([NH2:25])=[O:24])=[CH:20][CH:21]=3)[CH:7]=[C:6]([CH2:8][CH3:9])[N:5]=2)[CH2:14][CH2:13][CH2:12][CH2:11]1. (2) Given the reactants [CH2:1](NC(=O)[C@@H](O)C1C=CC=CC=1)C1C=CC=CC=1.[F:19][C:20]1[CH:21]=[C:22]([C:27](=[O:33])[C:28]([O:30][CH2:31][CH3:32])=[O:29])[CH:23]=[C:24]([F:26])[CH:25]=1.C[Zn]C, predict the reaction product. The product is: [F:19][C:20]1[CH:21]=[C:22]([C@@:27]([OH:33])([CH3:1])[C:28]([O:30][CH2:31][CH3:32])=[O:29])[CH:23]=[C:24]([F:26])[CH:25]=1. (3) The product is: [CH3:10][C@@H:9]([NH2:8])[CH2:11][O:12][C:13]1[CH:18]=[CH:17][CH:16]=[CH:15][CH:14]=1. Given the reactants C(OC([NH:8][C@@H:9]([CH2:11][O:12][C:13]1[CH:18]=[CH:17][CH:16]=[CH:15][CH:14]=1)[CH3:10])=O)(C)(C)C.FC(F)(F)C(O)=O, predict the reaction product. (4) Given the reactants [Cl:1][C:2]1[CH:3]=[C:4]([CH:18]=[CH:19][CH:20]=1)[CH2:5][O:6][C:7]1[CH:16]=[CH:15][C:10]([C:11]([O:13]C)=[O:12])=[CH:9][C:8]=1[Cl:17].[Li+].[OH-].C1COCC1.CO.O.C(O)(=O)CC(CC(O)=O)(C(O)=O)O, predict the reaction product. The product is: [Cl:1][C:2]1[CH:3]=[C:4]([CH:18]=[CH:19][CH:20]=1)[CH2:5][O:6][C:7]1[CH:16]=[CH:15][C:10]([C:11]([OH:13])=[O:12])=[CH:9][C:8]=1[Cl:17]. (5) Given the reactants [Cl:1][C:2]1[CH:3]=[C:4]([O:10][CH2:11][C:12]2[C:22]([F:23])=[CH:21][C:15]([C:16]([O:18]CC)=[O:17])=[C:14]([F:24])[CH:13]=2)[CH:5]=[N:6][C:7]=1[O:8][CH3:9].[OH-].[Li+].Cl, predict the reaction product. The product is: [Cl:1][C:2]1[CH:3]=[C:4]([O:10][CH2:11][C:12]2[C:22]([F:23])=[CH:21][C:15]([C:16]([OH:18])=[O:17])=[C:14]([F:24])[CH:13]=2)[CH:5]=[N:6][C:7]=1[O:8][CH3:9]. (6) Given the reactants Cl[C:2]1[CH:7]=[C:6]([Cl:8])[N:5]=[CH:4][C:3]=1[C:9]([NH:11][C:12]1[CH:13]=[N:14][CH:15]=[CH:16][CH:17]=1)=[O:10].[NH2:18][C:19]1[CH:29]=[CH:28][C:22]([C:23]([O:25][CH2:26][CH3:27])=[O:24])=[CH:21][CH:20]=1.Cl, predict the reaction product. The product is: [Cl:8][C:6]1[CH:7]=[C:2]([NH:18][C:19]2[CH:20]=[CH:21][C:22]([C:23]([O:25][CH2:26][CH3:27])=[O:24])=[CH:28][CH:29]=2)[C:3]([C:9](=[O:10])[NH:11][C:12]2[CH:13]=[N:14][CH:15]=[CH:16][CH:17]=2)=[CH:4][N:5]=1. (7) Given the reactants N1C=CC=CC=1.[OH:7][C:8]1[CH:17]=[CH:16][CH:15]=[C:14]2[C:9]=1[CH:10]=[CH:11][CH:12]=[N:13]2.[F:18][C:19]([F:32])([F:31])[S:20](O[S:20]([C:19]([F:32])([F:31])[F:18])(=[O:22])=[O:21])(=[O:22])=[O:21].Cl, predict the reaction product. The product is: [F:18][C:19]([F:32])([F:31])[S:20]([O:7][C:8]1[CH:17]=[CH:16][CH:15]=[C:14]2[C:9]=1[CH:10]=[CH:11][CH:12]=[N:13]2)(=[O:22])=[O:21]. (8) Given the reactants C([O:3][C:4](=[O:35])[C:5]1[CH:10]=[CH:9][C:8]([N:11]2[CH2:16][CH2:15][N:14]([C:17]3[C:26]4[C:21](=[CH:22][CH:23]=[CH:24][CH:25]=4)[C:20]([CH2:27][C:28]4[CH:33]=[CH:32][C:31]([F:34])=[CH:30][CH:29]=4)=[N:19][N:18]=3)[CH2:13][CH2:12]2)=[N:7][CH:6]=1)C.[OH-].[Li+].C1COCC1.Cl, predict the reaction product. The product is: [F:34][C:31]1[CH:30]=[CH:29][C:28]([CH2:27][C:20]2[C:21]3[C:26](=[CH:25][CH:24]=[CH:23][CH:22]=3)[C:17]([N:14]3[CH2:13][CH2:12][N:11]([C:8]4[CH:9]=[CH:10][C:5]([C:4]([OH:35])=[O:3])=[CH:6][N:7]=4)[CH2:16][CH2:15]3)=[N:18][N:19]=2)=[CH:33][CH:32]=1. (9) Given the reactants [C:1]1([CH:7]([O:14][C:15]([C:17]2[N:22]3[C:23](=[O:26])[CH:24]([NH2:25])[C@H:21]3[S:20][CH2:19][C:18]=2[CH2:27][O:28][C:29]2[CH:34]=[C:33]([Cl:35])[CH:32]=[CH:31][C:30]=2[O:36][C:37]2[CH:42]=[CH:41][C:40]([Cl:43])=[CH:39][C:38]=2[Cl:44])=[O:16])[C:8]2[CH:13]=[CH:12][CH:11]=[CH:10][CH:9]=2)[CH:6]=[CH:5][CH:4]=[CH:3][CH:2]=1.C(Cl)Cl.[N:48]1([CH2:53][C:54](O)=[O:55])[CH:52]=[N:51][N:50]=[N:49]1, predict the reaction product. The product is: [Cl:44][C:38]1[CH:39]=[C:40]([Cl:43])[CH:41]=[CH:42][C:37]=1[O:36][C:30]1[CH:31]=[CH:32][C:33]([Cl:35])=[CH:34][C:29]=1[O:28][CH2:27][C:18]1[CH2:19][S:20][C@@H:21]2[CH:24]([NH:25][C:54](=[O:55])[CH2:53][N:48]3[CH:52]=[N:51][N:50]=[N:49]3)[C:23](=[O:26])[N:22]2[C:17]=1[C:15]([O:14][CH:7]([C:8]1[CH:13]=[CH:12][CH:11]=[CH:10][CH:9]=1)[C:1]1[CH:6]=[CH:5][CH:4]=[CH:3][CH:2]=1)=[O:16]. (10) Given the reactants [C:1]([N:8]1[CH2:13][CH2:12][NH:11][CH2:10][CH2:9]1)([O:3][C:4]([CH3:7])([CH3:6])[CH3:5])=[O:2].C(N(CC)CC)C.[Cl:21][CH2:22][CH2:23][CH2:24][S:25](Cl)(=[O:27])=[O:26], predict the reaction product. The product is: [C:4]([O:3][C:1]([N:8]1[CH2:9][CH2:10][N:11]([S:25]([CH2:24][CH2:23][CH2:22][Cl:21])(=[O:27])=[O:26])[CH2:12][CH2:13]1)=[O:2])([CH3:7])([CH3:6])[CH3:5].